Predict the reactants needed to synthesize the given product. From a dataset of Full USPTO retrosynthesis dataset with 1.9M reactions from patents (1976-2016). (1) Given the product [CH3:13][CH:14]([NH2:21])[C:15]1[CH:20]=[CH:19][CH:18]=[CH:17][CH:16]=1, predict the reactants needed to synthesize it. The reactants are: CN1CCOCC1.S(Cl)(C)(=O)=O.[CH3:13][C@@H:14]([NH2:21])[C:15]1[CH:20]=[CH:19][CH:18]=[CH:17][CH:16]=1. (2) Given the product [Br:1][C:2]1[CH:18]=[CH:17][C:5]2[C:6]([C:9]3[CH:16]=[CH:15][CH:14]=[CH:13][C:10]=3[CH:19]([O:23][CH2:24][CH3:25])[O:26][CH2:27][CH3:28])=[N:7][O:8][C:4]=2[CH:3]=1, predict the reactants needed to synthesize it. The reactants are: [Br:1][C:2]1[CH:18]=[CH:17][C:5]2[C:6]([C:9]3[CH:16]=[CH:15][CH:14]=[CH:13][C:10]=3C=O)=[N:7][O:8][C:4]=2[CH:3]=1.[CH:19]([O:26][CH2:27][CH3:28])([O:23][CH2:24][CH3:25])OCC. (3) Given the product [CH3:20][O:19][C:4]1[CH:3]=[C:2]([C:21]#[N:22])[C:10]2[O:9][C:8]([C:11]3[CH:16]=[CH:15][C:14]([O:17][CH3:18])=[CH:13][CH:12]=3)=[N:7][C:6]=2[CH:5]=1, predict the reactants needed to synthesize it. The reactants are: Br[C:2]1[C:10]2[O:9][C:8]([C:11]3[CH:16]=[CH:15][C:14]([O:17][CH3:18])=[CH:13][CH:12]=3)=[N:7][C:6]=2[CH:5]=[C:4]([O:19][CH3:20])[CH:3]=1.[C:21]([Cu])#[N:22]. (4) Given the product [Cl:21][C:22]1[CH:31]=[CH:30][C:25]2[N:26]([CH2:2][C:3]([N:5]3[CH2:10][CH2:9][N:8]([C:11]4[CH:16]=[C:15]([O:17][CH3:18])[C:14]([Cl:19])=[CH:13][C:12]=4[F:20])[CH2:7][CH2:6]3)=[O:4])[C:27](=[O:29])[O:28][C:24]=2[CH:23]=1, predict the reactants needed to synthesize it. The reactants are: Cl[CH2:2][C:3]([N:5]1[CH2:10][CH2:9][N:8]([C:11]2[CH:16]=[C:15]([O:17][CH3:18])[C:14]([Cl:19])=[CH:13][C:12]=2[F:20])[CH2:7][CH2:6]1)=[O:4].[Cl:21][C:22]1[CH:31]=[CH:30][C:25]2[NH:26][C:27](=[O:29])[O:28][C:24]=2[CH:23]=1.C([O-])([O-])=O.[K+].[K+]. (5) Given the product [CH:19]1([N:7]2[CH2:8][CH2:9][C:10]3[S:1][C:2]([C:11]4[CH:18]=[CH:17][C:14]([C:15]#[N:16])=[CH:13][CH:12]=4)=[N:3][C:4]=3[CH2:5][CH2:6]2)[CH2:22][CH2:21][CH2:20]1, predict the reactants needed to synthesize it. The reactants are: [S:1]1[C:10]2[CH2:9][CH2:8][NH:7][CH2:6][CH2:5][C:4]=2[N:3]=[C:2]1[C:11]1[CH:18]=[CH:17][C:14]([C:15]#[N:16])=[CH:13][CH:12]=1.[C:19]1(=O)[CH2:22][CH2:21][CH2:20]1.C(O[BH-](OC(=O)C)OC(=O)C)(=O)C.[Na+]. (6) Given the product [CH3:20][C@@H:11]1[O:10][C:9](=[O:21])[C@@H:8]([NH:22][C:23](=[O:29])[O:24][C:25]([CH3:28])([CH3:27])[CH3:26])[CH2:7][CH2:6][CH2:5][C@H:4]([CH2:3][CH:2]=[O:1])[C@H:12]1[O:13][C:14]1[CH:15]=[CH:16][CH:17]=[CH:18][CH:19]=1, predict the reactants needed to synthesize it. The reactants are: [OH:1][CH2:2][CH2:3][C@@H:4]1[C@@H:12]([O:13][C:14]2[CH:19]=[CH:18][CH:17]=[CH:16][CH:15]=2)[C@H:11]([CH3:20])[O:10][C:9](=[O:21])[C@@H:8]([NH:22][C:23](=[O:29])[O:24][C:25]([CH3:28])([CH3:27])[CH3:26])[CH2:7][CH2:6][CH2:5]1.CC(OI1(OC(C)=O)(OC(C)=O)OC(=O)C2C=CC=CC1=2)=O. (7) Given the product [CH3:9][O:8][C:5]1[N:6]=[CH:7][C:2]([NH:1][C:11]2[C:20]([C:21]3[N:29]=[C:28]([CH3:30])[N:27]=[C:26]4[C:22]=3[N:23]=[CH:24][N:25]4[CH:31]3[CH2:36][CH2:35][CH2:34][CH2:33][O:32]3)=[CH:19][C:18]3[C:13](=[CH:14][CH:15]=[CH:16][CH:17]=3)[N:12]=2)=[CH:3][CH:4]=1, predict the reactants needed to synthesize it. The reactants are: [NH2:1][C:2]1[CH:3]=[CH:4][C:5]([O:8][CH3:9])=[N:6][CH:7]=1.Cl[C:11]1[C:20]([C:21]2[N:29]=[C:28]([CH3:30])[N:27]=[C:26]3[C:22]=2[N:23]=[CH:24][N:25]3[CH:31]2[CH2:36][CH2:35][CH2:34][CH2:33][O:32]2)=[CH:19][C:18]2[C:13](=[CH:14][CH:15]=[CH:16][CH:17]=2)[N:12]=1.[Li+].C[Si]([N-][Si](C)(C)C)(C)C. (8) The reactants are: [CH3:1][CH:2]1[CH2:7][CH2:6][N:5]([C:8](=[O:19])[CH:9]([NH2:18])[CH2:10][CH2:11][C:12]2[CH:17]=[CH:16][CH:15]=[CH:14][CH:13]=2)[CH2:4][CH2:3]1.[Cl:20][C:21]1[CH:26]=[CH:25][CH:24]=[CH:23][C:22]=1[S:27](Cl)(=[O:29])=[O:28].CCN(C(C)C)C(C)C. Given the product [Cl:20][C:21]1[CH:26]=[CH:25][CH:24]=[CH:23][C:22]=1[S:27]([NH:18][CH:9]([C:8]([N:5]1[CH2:6][CH2:7][CH:2]([CH3:1])[CH2:3][CH2:4]1)=[O:19])[CH2:10][CH2:11][C:12]1[CH:13]=[CH:14][CH:15]=[CH:16][CH:17]=1)(=[O:29])=[O:28], predict the reactants needed to synthesize it. (9) Given the product [OH:7][C@@H:6]1[C@@H:5]([CH2:8][C:9]([NH:11][CH3:12])=[O:10])[N:4]([C:13]([O:15][C:16]([CH3:17])([CH3:18])[CH3:19])=[O:14])[C@@H:3]2[CH2:20][O:21][Si:28]([CH:38]([CH3:40])[CH3:39])([CH:41]([CH3:43])[CH3:42])[O:29][Si:30]([CH:34]([CH3:36])[CH3:35])([CH:31]([CH3:32])[CH3:33])[O:1][C@@H:2]12, predict the reactants needed to synthesize it. The reactants are: [OH:1][C@H:2]1[C@H:6]([OH:7])[C@@H:5]([CH2:8][C:9]([NH:11][CH3:12])=[O:10])[N:4]([C:13]([O:15][C:16]([CH3:19])([CH3:18])[CH3:17])=[O:14])[C@@H:3]1[CH2:20][OH:21].N1C=CN=C1.Cl[Si:28]([CH:41]([CH3:43])[CH3:42])([CH:38]([CH3:40])[CH3:39])[O:29][Si:30](Cl)([CH:34]([CH3:36])[CH3:35])[CH:31]([CH3:33])[CH3:32].